This data is from Forward reaction prediction with 1.9M reactions from USPTO patents (1976-2016). The task is: Predict the product of the given reaction. (1) Given the reactants N(C(OCC)=O)=NC(OCC)=O.[C:13]1(=[O:23])[NH:17][C:16](=[O:18])[C:15]2=[CH:19][CH:20]=[CH:21][CH:22]=[C:14]12.[C:37]1(P([C:37]2[CH:42]=[CH:41][CH:40]=[CH:39][CH:38]=2)[C:37]2[CH:42]=[CH:41][CH:40]=[CH:39][CH:38]=2)[CH:42]=[CH:41][CH:40]=[CH:39][CH:38]=1.[CH2:43]1[CH2:47]O[CH2:45][CH2:44]1, predict the reaction product. The product is: [CH2:43]1[CH:47]2[CH:37]([CH:42]3[CH2:38][CH:39]2[CH2:40][CH:41]3[N:17]2[C:13](=[O:23])[C:14]3[C:15](=[CH:19][CH:20]=[CH:21][CH:22]=3)[C:16]2=[O:18])[CH2:45][CH2:44]1. (2) The product is: [ClH:25].[NH:16]1[CH2:15][CH:14]([O:13][C:8]2[C:7]([C:4]3[CH2:5][CH2:6][O:1][CH2:2][CH:3]=3)=[CH:12][CH:11]=[CH:10][N:9]=2)[CH2:17]1. Given the reactants [O:1]1[CH2:6][CH:5]=[C:4]([C:7]2[C:8]([O:13][CH:14]3[CH2:17][N:16](C(OC(C)(C)C)=O)[CH2:15]3)=[N:9][CH:10]=[CH:11][CH:12]=2)[CH2:3][CH2:2]1.[ClH:25], predict the reaction product. (3) Given the reactants [CH:1]1[CH:6]=[CH:5][C:4]([NH:7]/[N:8]=[C:9]2/[CH:10]=[CH:11][C:12]([CH:14]=[C:15]/2[OH:16])=[O:13])=[CH:3][CH:2]=1.C1(N=NC2C=CC(O)=CC=2O)C=CC=CC=1, predict the reaction product. The product is: [CH:1]1[CH:6]=[CH:5][C:4]([NH:7]/[N:8]=[C:9]2\[CH:10]=[CH:11][C:12]([CH:14]=[C:15]\2[OH:16])=[O:13])=[CH:3][CH:2]=1. (4) Given the reactants [CH3:1][O:2][C:3](=[O:11])[CH2:4][N:5]=[C:6]([S:9][CH3:10])[S:7][CH3:8].CC([O-])(C)C.[K+].[CH2:18]([N:20]=C=S)[CH3:19], predict the reaction product. The product is: [CH3:10][S:9][C:6]1[S:7][C:8]([NH:20][CH2:18][CH3:19])=[C:4]([C:3]([O:2][CH3:1])=[O:11])[N:5]=1. (5) Given the reactants [NH2:1][C:2]1[CH:7]=[CH:6][C:5]([CH2:8][C:9]([N:21]([CH3:23])[CH3:22])([CH2:19][CH3:20])[C:10]([C:12]2[CH:17]=[CH:16][C:15](F)=[CH:14][CH:13]=2)=[O:11])=[CH:4][CH:3]=1.[CH2:24]([CH2:26][NH2:27])[OH:25], predict the reaction product. The product is: [NH2:1][C:2]1[CH:7]=[CH:6][C:5]([CH2:8][C:9]([N:21]([CH3:23])[CH3:22])([CH2:19][CH3:20])[C:10]([C:12]2[CH:17]=[CH:16][C:15]([NH:27][CH2:26][CH2:24][OH:25])=[CH:14][CH:13]=2)=[O:11])=[CH:4][CH:3]=1. (6) Given the reactants [Cl:1][C:2]1[N:3]=[C:4](Cl)[C:5]2[CH:10]=[CH:9][N:8]([S:11]([C:14]3[CH:20]=[CH:19][C:17]([CH3:18])=[CH:16][CH:15]=3)(=[O:13])=[O:12])[C:6]=2[N:7]=1.[NH2:22][C:23]1[CH:31]=[C:30]2[C:26]([C:27]([CH3:32])=[N:28][NH:29]2)=[CH:25][CH:24]=1.C(N(CC)CC)C.O, predict the reaction product. The product is: [Cl:1][C:2]1[N:3]=[C:4]([NH:22][C:23]2[CH:31]=[C:30]3[C:26]([C:27]([CH3:32])=[N:28][NH:29]3)=[CH:25][CH:24]=2)[C:5]2[CH:10]=[CH:9][N:8]([S:11]([C:14]3[CH:20]=[CH:19][C:17]([CH3:18])=[CH:16][CH:15]=3)(=[O:13])=[O:12])[C:6]=2[N:7]=1. (7) Given the reactants [CH3:1][C:2]([CH3:27])([CH3:26])[C:3]([O:5][CH2:6][N:7]1[C:15](=[O:16])[C:14]2[NH:13][CH:12]=[N:11][C:10]=2[N:9]([CH2:17][O:18][C:19](=[O:24])[C:20]([CH3:23])([CH3:22])[CH3:21])[C:8]1=[O:25])=[O:4].[CH:28]([C:30]1[CH:35]=[CH:34][CH:33]=[CH:32][C:31]=1B(O)O)=[O:29].N1C=CC=CC=1, predict the reaction product. The product is: [CH3:22][C:20]([CH3:21])([CH3:23])[C:19]([O:18][CH2:17][N:9]1[C:10]2[N:11]=[CH:12][N:13]([C:31]3[CH:32]=[CH:33][CH:34]=[CH:35][C:30]=3[CH:28]=[O:29])[C:14]=2[C:15](=[O:16])[N:7]([CH2:6][O:5][C:3](=[O:4])[C:2]([CH3:27])([CH3:26])[CH3:1])[C:8]1=[O:25])=[O:24].